From a dataset of Reaction yield outcomes from USPTO patents with 853,638 reactions. Predict the reaction yield, written as a fraction of the theoretical maximum amount of product (1.0 means a 100% yield; for example, 0.34 means a 34% yield). (1) The yield is 0.660. The product is [C:1]([O:4][CH2:5][C@@H:6]1[C@@H:11]([O:12][C:13](=[O:15])[CH3:14])[C@H:10]([O:16][C:17](=[O:19])[CH3:18])[C@H:9]([F:20])[C@@H:8]([O:21][C:22]2[CH:27]=[CH:26][C:25]([C:35]3[CH:36]=[CH:37][CH:38]=[C:33]([C:32](=[O:48])[NH:31][CH3:30])[CH:34]=3)=[CH:24][C:23]=2[CH3:29])[O:7]1)(=[O:3])[CH3:2]. The reactants are [C:1]([O:4][CH2:5][C@@H:6]1[C@@H:11]([O:12][C:13](=[O:15])[CH3:14])[C@H:10]([O:16][C:17](=[O:19])[CH3:18])[C@H:9]([F:20])[C@@H:8]([O:21][C:22]2[CH:27]=[CH:26][C:25](Br)=[CH:24][C:23]=2[CH3:29])[O:7]1)(=[O:3])[CH3:2].[CH3:30][NH:31][C:32](=[O:48])[C:33]1[CH:38]=[CH:37][CH:36]=[C:35](B2OC(C)(C)C(C)(C)O2)[CH:34]=1.C([O-])([O-])=O.[Cs+].[Cs+]. The catalyst is [Pd].CC#N. (2) The yield is 0.280. The catalyst is C(OCC)C. The reactants are [C:1]([O:5][C:6]([N:8]1[C:16]2[C:11](=[CH:12][C:13]([CH2:17]Cl)=[CH:14][CH:15]=2)[CH:10]=[CH:9]1)=[O:7])([CH3:4])([CH3:3])[CH3:2].[CH:19]1([OH:25])[CH2:24][CH2:23][CH2:22][CH2:21][CH2:20]1. The product is [C:6]([N:8]1[C:16]2[C:11](=[CH:12][C:13]([CH2:17][O:25][CH:19]3[CH2:24][CH2:23][CH2:22][CH2:21][CH2:20]3)=[CH:14][CH:15]=2)[CH:10]=[CH:9]1)([O:5][C:1]([CH3:4])([CH3:3])[CH3:2])=[O:7]. (3) The reactants are [N:1]([C:4]1[CH:13]=[CH:12][CH:11]=[CH:10][C:5]=1[C:6]([O:8][CH3:9])=[O:7])=[C:2]=[S:3].[CH2:14]([NH:16][CH2:17][CH3:18])[CH3:15].O. The catalyst is C1COCC1. The product is [CH2:14]([N:16]([CH2:17][CH3:18])[C:2](=[S:3])[NH:1][C:4]1[CH:13]=[CH:12][CH:11]=[CH:10][C:5]=1[C:6]([O:8][CH3:9])=[O:7])[CH3:15]. The yield is 0.910. (4) The reactants are Br[C:2]1[S:3][C:4]2[CH:10]=[C:9]([C:11]3[O:15][CH:14]=[N:13][C:12]=3[C:16]3[CH:21]=[CH:20][C:19]([F:22])=[CH:18][CH:17]=3)[CH:8]=[CH:7][C:5]=2[N:6]=1.[NH2:23][CH2:24][CH2:25][N:26]1[CH2:31][CH2:30][O:29][CH2:28][CH2:27]1. The catalyst is C1COCC1. The product is [F:22][C:19]1[CH:20]=[CH:21][C:16]([C:12]2[N:13]=[CH:14][O:15][C:11]=2[C:9]2[CH:8]=[CH:7][C:5]3[N:6]=[C:2]([NH:23][CH2:24][CH2:25][N:26]4[CH2:31][CH2:30][O:29][CH2:28][CH2:27]4)[S:3][C:4]=3[CH:10]=2)=[CH:17][CH:18]=1. The yield is 0.540. (5) The reactants are O[Li].O.SCC(O)=O.[CH2:9]([O:16][N:17]([C@H:30]1[CH2:35][N:34]([C:36]([O:38][C:39]([CH3:42])([CH3:41])[CH3:40])=[O:37])[C@H:33]([C:43]([O:45][CH2:46][CH3:47])=[O:44])[CH2:32][CH2:31]1)S(C1C=CC=CC=1[N+]([O-])=O)(=O)=O)[C:10]1[CH:15]=[CH:14][CH:13]=[CH:12][CH:11]=1. The catalyst is CN(C=O)C.O. The product is [CH2:9]([O:16][NH:17][C@H:30]1[CH2:35][N:34]([C:36]([O:38][C:39]([CH3:41])([CH3:42])[CH3:40])=[O:37])[C@H:33]([C:43]([O:45][CH2:46][CH3:47])=[O:44])[CH2:32][CH2:31]1)[C:10]1[CH:15]=[CH:14][CH:13]=[CH:12][CH:11]=1. The yield is 0.850. (6) The reactants are [N+:1]([C:4]1[CH:15]=[CH:14][C:7]([CH2:8][N:9]2[CH2:13][CH2:12][S:11][CH2:10]2)=[CH:6][CH:5]=1)([O-])=O. The catalyst is Cl. The product is [NH2:1][C:4]1[CH:15]=[CH:14][C:7]([CH2:8][N:9]2[CH2:13][CH2:12][S:11][CH2:10]2)=[CH:6][CH:5]=1. The yield is 0.630.